Dataset: Forward reaction prediction with 1.9M reactions from USPTO patents (1976-2016). Task: Predict the product of the given reaction. (1) Given the reactants [C:1]([CH:5]1[CH2:14][CH2:13][C:12]2[N:11]=[C:10]3[S:15][C:16]([S:18]([CH3:21])(=[O:20])=[O:19])=[CH:17][C:9]3=[CH:8][C:7]=2[CH2:6]1)([CH3:4])([CH3:3])[CH3:2].C([N-]C(C)C)(C)C.[Li+].I[CH2:31][Si:32]([CH3:35])([CH3:34])[CH3:33], predict the reaction product. The product is: [C:1]([CH:5]1[CH2:14][CH2:13][C:12]2[N:11]=[C:10]3[S:15][C:16]([S:18]([CH2:21][CH2:31][Si:32]([CH3:35])([CH3:34])[CH3:33])(=[O:20])=[O:19])=[CH:17][C:9]3=[CH:8][C:7]=2[CH2:6]1)([CH3:4])([CH3:2])[CH3:3]. (2) Given the reactants [H-].[Na+].[NH:3]1[CH:7]=[C:6]([CH:8]=[O:9])[N:5]=[CH:4]1.I[CH2:11][CH2:12][CH3:13], predict the reaction product. The product is: [CH2:11]([N:3]1[CH:7]=[C:6]([CH:8]=[O:9])[N:5]=[CH:4]1)[CH2:12][CH3:13]. (3) Given the reactants [CH:1]([O:4][C:5]([N:7]1[CH2:12][CH2:11][CH:10]([O:13][C:14]2[C:19]([CH3:20])=[C:18](Cl)[N:17]=[CH:16][N:15]=2)[CH2:9][CH2:8]1)=[O:6])([CH3:3])[CH3:2].[F:22][C:23]1[CH:28]=[C:27]([F:29])[CH:26]=[CH:25][C:24]=1[OH:30].C(=O)([O-])[O-].[K+].[K+], predict the reaction product. The product is: [CH:1]([O:4][C:5]([N:7]1[CH2:12][CH2:11][CH:10]([O:13][C:14]2[C:19]([CH3:20])=[C:18]([O:30][C:24]3[CH:25]=[CH:26][C:27]([F:29])=[CH:28][C:23]=3[F:22])[N:17]=[CH:16][N:15]=2)[CH2:9][CH2:8]1)=[O:6])([CH3:3])[CH3:2]. (4) The product is: [CH2:1]([NH:8][C:9](=[O:18])[NH:10][CH2:11][C:12]([CH3:17])([CH3:16])[C:13]([NH:19][C@@H:20]([CH2:43][C:44]1[CH:49]=[CH:48][C:47]([O:50][C:51]([CH3:53])([CH3:52])[CH3:54])=[CH:46][CH:45]=1)[C:21]([N:23]([CH2:35][CH:36]([O:37][CH2:38][CH3:39])[O:40][CH2:41][CH3:42])[CH2:24][C:25]1[CH:26]=[CH:27][CH:28]=[C:29]2[C:34]=1[N:33]=[CH:32][CH:31]=[CH:30]2)=[O:22])=[O:15])[C:2]1[CH:3]=[CH:4][CH:5]=[CH:6][CH:7]=1. Given the reactants [CH2:1]([NH:8][C:9](=[O:18])[NH:10][CH2:11][C:12]([CH3:17])([CH3:16])[C:13]([OH:15])=O)[C:2]1[CH:7]=[CH:6][CH:5]=[CH:4][CH:3]=1.[NH2:19][C@@H:20]([CH2:43][C:44]1[CH:49]=[CH:48][C:47]([O:50][C:51]([CH3:54])([CH3:53])[CH3:52])=[CH:46][CH:45]=1)[C:21]([N:23]([CH2:35][CH:36]([O:40][CH2:41][CH3:42])[O:37][CH2:38][CH3:39])[CH2:24][C:25]1[CH:26]=[CH:27][CH:28]=[C:29]2[C:34]=1[N:33]=[CH:32][CH:31]=[CH:30]2)=[O:22], predict the reaction product.